Task: Predict the product of the given reaction.. Dataset: Forward reaction prediction with 1.9M reactions from USPTO patents (1976-2016) (1) Given the reactants [C:1]([CH:3]1[CH2:8][CH2:7][N:6]([C:9]([N:11]2[CH2:16][CH:15]([C:17]3[CH:22]=[CH:21][C:20]([O:23][C:24]([F:27])([F:26])[F:25])=[CH:19][CH:18]=3)[CH2:14][CH:13]([C:28]([OH:30])=O)[CH2:12]2)=[O:10])[CH2:5][CH2:4]1)#[N:2].[F:31][C:32]1[CH:33]=[C:34]([C:38](=[N:40]O)[NH2:39])[CH:35]=[CH:36][CH:37]=1, predict the reaction product. The product is: [F:31][C:32]1[CH:33]=[C:34]([C:38]2[N:40]=[C:28]([CH:13]3[CH2:14][CH:15]([C:17]4[CH:22]=[CH:21][C:20]([O:23][C:24]([F:26])([F:25])[F:27])=[CH:19][CH:18]=4)[CH2:16][N:11]([C:9]([N:6]4[CH2:7][CH2:8][CH:3]([C:1]#[N:2])[CH2:4][CH2:5]4)=[O:10])[CH2:12]3)[O:30][N:39]=2)[CH:35]=[CH:36][CH:37]=1. (2) Given the reactants [CH3:1][O:2][C:3]1[CH:8]=[CH:7][C:6]([NH:9][C:10]2[C:11](=O)[N:12]([CH2:22][C:23]3[CH:24]=[N:25][CH:26]=[CH:27][CH:28]=3)[C:13](=[O:21])[C:14]=2[C:15]2[CH:20]=[CH:19][CH:18]=[CH:17][CH:16]=2)=[CH:5][CH:4]=1.COC1C=CC(P2(SP(C3C=CC(OC)=CC=3)(=S)S2)=[S:39])=CC=1, predict the reaction product. The product is: [CH3:1][O:2][C:3]1[CH:8]=[CH:7][C:6]([NH:9][C:10]2[C:11](=[S:39])[N:12]([CH2:22][C:23]3[CH:24]=[N:25][CH:26]=[CH:27][CH:28]=3)[C:13](=[O:21])[C:14]=2[C:15]2[CH:20]=[CH:19][CH:18]=[CH:17][CH:16]=2)=[CH:5][CH:4]=1. (3) Given the reactants [CH3:1][C:2]1[CH:7]=[C:6]([N+:8]([O-:10])=[O:9])[CH:5]=[C:4]([CH3:11])[C:3]=1O.N1C=CC=CC=1.O(S(C(F)(F)F)(=O)=O)S(C(F)(F)F)(=O)=O.[Li+].[Cl-:35], predict the reaction product. The product is: [CH3:1][C:2]1[CH:7]=[C:6]([N+:8]([O-:10])=[O:9])[CH:5]=[C:4]([CH3:11])[C:3]=1[Cl:35]. (4) Given the reactants [CH3:1][C:2]1[CH:3]=[C:4]([CH:17]=[C:18]([CH3:20])[CH:19]=1)[O:5][C:6]1[CH:11]=[C:10]([CH3:12])[C:9]([C:13](=[O:15])[CH3:14])=[C:8]([CH3:16])[CH:7]=1.[Br-:21].[Br-].[Br-].C([N+](CCCC)(CCCC)CCCC)CCC.C([N+](CCCC)(CCCC)CCCC)CCC.C([N+](CCCC)(CCCC)CCCC)CCC, predict the reaction product. The product is: [Br:21][CH2:14][C:13]([C:9]1[C:10]([CH3:12])=[CH:11][C:6]([O:5][C:4]2[CH:17]=[C:18]([CH3:20])[CH:19]=[C:2]([CH3:1])[CH:3]=2)=[CH:7][C:8]=1[CH3:16])=[O:15]. (5) The product is: [F:1][C:2]1[CH:3]=[CH:4][C:5]([C:8]2[CH:12]=[C:11]([CH:13]3[CH2:14][CH2:15][CH:16]([CH2:26][CH2:27][C:28]4[CH:33]=[CH:32][CH:31]=[CH:30][CH:29]=4)[NH:17][CH2:18]3)[N:10]([C:34]3[N:35]=[CH:36][CH:37]=[CH:38][N:39]=3)[N:9]=2)=[CH:6][CH:7]=1. Given the reactants [F:1][C:2]1[CH:7]=[CH:6][C:5]([C:8]2[CH:12]=[C:11]([CH:13]3[CH2:18][N:17](C(OC(C)(C)C)=O)[CH:16]([CH2:26][CH2:27][C:28]4[CH:33]=[CH:32][CH:31]=[CH:30][CH:29]=4)[CH2:15][CH2:14]3)[N:10]([C:34]3[N:39]=[CH:38][CH:37]=[CH:36][N:35]=3)[N:9]=2)=[CH:4][CH:3]=1.Cl, predict the reaction product. (6) Given the reactants C([O:3][C:4](=[O:31])[C:5]1[CH:10]=[CH:9][C:8]([O:11][CH2:12][CH2:13][CH2:14][CH:15]2[CH2:20][CH2:19][N:18]([C:21]3[N:26]=[CH:25][C:24]([CH:27]([CH3:29])[CH3:28])=[CH:23][N:22]=3)[CH2:17][CH2:16]2)=[N:7][C:6]=1[CH3:30])C.[OH-].[Na+].Cl, predict the reaction product. The product is: [CH:27]([C:24]1[CH:23]=[N:22][C:21]([N:18]2[CH2:17][CH2:16][CH:15]([CH2:14][CH2:13][CH2:12][O:11][C:8]3[CH:9]=[CH:10][C:5]([C:4]([OH:31])=[O:3])=[C:6]([CH3:30])[N:7]=3)[CH2:20][CH2:19]2)=[N:26][CH:25]=1)([CH3:28])[CH3:29].